This data is from Catalyst prediction with 721,799 reactions and 888 catalyst types from USPTO. The task is: Predict which catalyst facilitates the given reaction. (1) Reactant: [Br-].[CH2:2]([PH3+])[CH2:3][CH2:4][CH2:5][CH2:6][CH2:7][CH3:8].CC(C)([O-])C.[K+].[Si:16]([O:23][C@@H:24]1[CH2:32][C@@H:27]2[O:28][C:29](=[O:31])[CH2:30][C@@H:26]2[C@H:25]1[CH:33]=O)([C:19]([CH3:22])([CH3:21])[CH3:20])([CH3:18])[CH3:17]. Product: [Si:16]([O:23][C@@H:24]1[CH2:32][C@@H:27]2[O:28][C:29](=[O:31])[CH2:30][C@@H:26]2[C@H:25]1[CH:33]=[CH:2][CH2:3][CH2:4][CH2:5][CH2:6][CH2:7][CH3:8])([C:19]([CH3:20])([CH3:22])[CH3:21])([CH3:17])[CH3:18]. The catalyst class is: 1. (2) Reactant: [Br:1][C:2]1[C:7]2[CH:8]=[C:9]([C:11]3[CH:16]=[CH:15][C:14]([OH:17])=[CH:13][CH:12]=3)[O:10][C:6]=2[CH:5]=[CH:4][C:3]=1O.[C:19](=[O:22])([O-])[O-].[K+].[K+].I[CH3:26]. Product: [Br:1][C:2]1[C:7]2[CH:8]=[C:9]([C:11]3[CH:16]=[CH:15][C:14]([O:17][CH3:26])=[CH:13][CH:12]=3)[O:10][C:6]=2[CH:5]=[CH:4][C:3]=1[O:22][CH3:19]. The catalyst class is: 3. (3) Reactant: [OH:1][CH2:2][C@@H:3]1[CH2:7][CH2:6][CH2:5][N:4]1[C:8]([C:10]1[CH:11]=[N:12][CH:13]=[CH:14][CH:15]=1)=[O:9].[OH:16][C:17]1[CH:24]=[CH:23][CH:22]=[C:21](O)[C:18]=1[CH:19]=[O:20].C1C=CC(P(C2C=CC=CC=2)C2C=CC=CC=2)=CC=1.CC(OC(/N=N/C(OC(C)C)=O)=O)C. Product: [OH:16][C:17]1[CH:24]=[CH:23][CH:22]=[C:21]([O:1][CH2:2][C@@H:3]2[CH2:7][CH2:6][CH2:5][N:4]2[C:8](=[O:9])[C:10]2[CH:15]=[CH:14][CH:13]=[N:12][CH:11]=2)[C:18]=1[CH:19]=[O:20]. The catalyst class is: 1. (4) Product: [Br:1][C:2]1[CH:3]=[C:4]([O:10][CH2:11][C@@H:12]2[CH2:16][CH2:15][N:14]([C:17]([O:19][C:20]([CH3:23])([CH3:22])[CH3:21])=[O:18])[CH2:13]2)[C:5]([C:25]#[N:26])=[N:6][C:7]=1[Cl:8]. Reactant: [Br:1][C:2]1[CH:3]=[C:4]([O:10][CH2:11][C@@H:12]2[CH2:16][CH2:15][N:14]([C:17]([O:19][C:20]([CH3:23])([CH3:22])[CH3:21])=[O:18])[CH2:13]2)[C:5](I)=[N:6][C:7]=1[Cl:8].[Cu](C#N)[C:25]#[N:26]. The catalyst class is: 17.